This data is from Full USPTO retrosynthesis dataset with 1.9M reactions from patents (1976-2016). The task is: Predict the reactants needed to synthesize the given product. Given the product [C:6]([CH:4]([CH:2]([C:1]([OH:10])=[O:9])[OH:3])[OH:5])([OH:8])=[O:7].[NH:11]1[CH2:21][CH2:20][CH2:19][C@@H:13]([C:14]([O:16][CH2:17][CH3:18])=[O:15])[CH2:12]1, predict the reactants needed to synthesize it. The reactants are: [C:1]([OH:10])(=[O:9])[C@@H:2]([C@H:4]([C:6]([OH:8])=[O:7])[OH:5])[OH:3].[NH:11]1[CH2:21][CH2:20][CH2:19][CH:13]([C:14]([O:16][CH2:17][CH3:18])=[O:15])[CH2:12]1.C([C@@H]([C@H](C(O)=O)O)O)(O)=O.N1CCC[C@@H](C(OCC)=O)C1.